This data is from Catalyst prediction with 721,799 reactions and 888 catalyst types from USPTO. The task is: Predict which catalyst facilitates the given reaction. Reactant: [Br:1][CH2:2][C:3]([C:5]1[CH:10]=[C:9](/[CH:11]=[CH:12]/[CH:13]=[CH2:14])[CH:8]=[CH:7][C:6]=1[OH:15])=[O:4].[H-].[Na+].[O:18]=[C:19]([CH3:24])[CH2:20]C(Cl)=O.O. Product: [C:19]([C:24]1[O:15][C:6]2[C:5]([C:3](=[O:4])[C:2]=1[Br:1])=[CH:10][C:9](/[CH:11]=[CH:12]/[CH:13]=[CH2:14])=[CH:8][CH:7]=2)(=[O:18])[CH3:20]. The catalyst class is: 7.